This data is from Full USPTO retrosynthesis dataset with 1.9M reactions from patents (1976-2016). The task is: Predict the reactants needed to synthesize the given product. (1) Given the product [CH3:1][N:2]([C:11]1[CH:16]=[CH:15][CH:14]=[C:13]([B:18]2[O:22][C:21]([CH3:24])([CH3:23])[C:20]([CH3:26])([CH3:25])[O:19]2)[CH:12]=1)[C:3]([N:5]1[CH2:10][CH2:9][O:8][CH2:7][CH2:6]1)=[O:4], predict the reactants needed to synthesize it. The reactants are: [CH3:1][N:2]([C:11]1[CH:16]=[CH:15][CH:14]=[C:13](Br)[CH:12]=1)[C:3]([N:5]1[CH2:10][CH2:9][O:8][CH2:7][CH2:6]1)=[O:4].[B:18]1([B:18]2[O:22][C:21]([CH3:24])([CH3:23])[C:20]([CH3:26])([CH3:25])[O:19]2)[O:22][C:21]([CH3:24])([CH3:23])[C:20]([CH3:26])([CH3:25])[O:19]1.C([O-])(=O)C.[K+]. (2) Given the product [CH3:14][C:15]1[CH:23]=[CH:22][C:18]([C:19]([NH:12][C:9]2[S:10][CH:11]=[C:7]([C:4]3[CH:3]=[CH:2][C:1]([CH3:13])=[CH:6][CH:5]=3)[N:8]=2)=[O:20])=[CH:17][CH:16]=1, predict the reactants needed to synthesize it. The reactants are: [C:1]1([CH3:13])[CH:6]=[CH:5][C:4]([C:7]2[N:8]=[C:9]([NH2:12])[S:10][CH:11]=2)=[CH:3][CH:2]=1.[CH3:14][C:15]1[CH:23]=[CH:22][C:18]([C:19](Cl)=[O:20])=[CH:17][CH:16]=1.C(N(CC)CC)C. (3) Given the product [F:29][C:26]([F:27])([F:28])[C:23]1[CH:24]=[CH:25][C:20]([O:19][C:12]([CH2:11][F:17])([C:13]#[CH:14])[CH2:15][F:16])=[CH:21][CH:22]=1, predict the reactants needed to synthesize it. The reactants are: C1(C)C=CC(S(O[CH:11]([F:17])[CH:12]([CH2:15][F:16])[C:13]#[CH:14])(=O)=O)=CC=1.[OH:19][C:20]1[CH:25]=[CH:24][C:23]([C:26]([F:29])([F:28])[F:27])=[CH:22][CH:21]=1.C(N(C(C)C)CC)(C)C. (4) Given the product [C:1]([O:5][C:6](=[O:36])[NH:7][C:8]1([C:12]2[CH:13]=[CH:14][C:15]([C:18]3[C:19]([C:30]4[CH:31]=[CH:32][CH:33]=[CH:34][CH:35]=4)=[CH:20][C:21]4[N:27]([CH3:39])[C:26](=[O:28])[CH2:25][CH2:24][NH:23][C:22]=4[N:29]=3)=[CH:16][CH:17]=2)[CH2:11][CH2:10][CH2:9]1)([CH3:4])([CH3:2])[CH3:3], predict the reactants needed to synthesize it. The reactants are: [C:1]([O:5][C:6](=[O:36])[NH:7][C:8]1([C:12]2[CH:17]=[CH:16][C:15]([C:18]3[C:19]([C:30]4[CH:35]=[CH:34][CH:33]=[CH:32][CH:31]=4)=[CH:20][C:21]4[NH:27][C:26](=[O:28])[CH2:25][CH2:24][NH:23][C:22]=4[N:29]=3)=[CH:14][CH:13]=2)[CH2:11][CH2:10][CH2:9]1)([CH3:4])([CH3:3])[CH3:2].[H-].[Na+].[CH3:39]I.O. (5) Given the product [CH3:6][N:7]([CH2:8][C:9]#[CH:10])[S:2]([CH3:1])(=[O:4])=[O:3], predict the reactants needed to synthesize it. The reactants are: [CH3:1][S:2](Cl)(=[O:4])=[O:3].[CH3:6][NH:7][CH2:8][C:9]#[CH:10].CN(C1C=CC=CN=1)C.C(OCC)(=O)C. (6) Given the product [C:1](=[N:10][NH2:11])([C:4]1[CH:9]=[CH:8][CH:7]=[CH:6][CH:5]=1)[CH3:2], predict the reactants needed to synthesize it. The reactants are: [C:1]([C:4]1[CH:9]=[CH:8][CH:7]=[CH:6][CH:5]=1)(=O)[CH3:2].[NH2:10][NH2:11]. (7) Given the product [C:13]([C:17]1[CH:22]=[CH:21][C:20]([CH:23]([C:24]2[CH:25]=[CH:26][C:27]([Cl:32])=[C:28]([O:30][CH3:31])[N:29]=2)[NH:7][CH:1]2[CH2:3][CH2:4][CH2:5][CH2:6]2)=[CH:19][CH:18]=1)([CH3:16])([CH3:15])[CH3:14], predict the reactants needed to synthesize it. The reactants are: [CH:1]1([NH2:7])[CH2:6][CH2:5][CH2:4][CH2:3]C1.C(=O)(O)[O-].[Na+].[C:13]([C:17]1[CH:22]=[CH:21][C:20]([CH:23](Cl)[C:24]2[N:29]=[C:28]([O:30][CH3:31])[C:27]([Cl:32])=[CH:26][CH:25]=2)=[CH:19][CH:18]=1)([CH3:16])([CH3:15])[CH3:14].O.